Predict the product of the given reaction. From a dataset of Forward reaction prediction with 1.9M reactions from USPTO patents (1976-2016). (1) Given the reactants [CH3:1][C:2]1([CH3:15])[O:11][C:10]2[C:5](=[CH:6][C:7]([C:12]#[N:13])=[CH:8][CH:9]=2)[C@@H:4]2[O:14][C@H:3]12.[F:16][C:17]1[CH:18]=[CH:19][C:20]2[O:24][NH:23][C:22](=[O:25])[C:21]=2[CH:26]=1, predict the reaction product. The product is: [F:16][C:17]1[CH:18]=[CH:19][C:20]2[O:24][N:23]=[C:22]([O:25][C@@H:4]3[C:5]4[C:10](=[CH:9][CH:8]=[C:7]([C:12]#[N:13])[CH:6]=4)[O:11][C:2]([CH3:1])([CH3:15])[C@H:3]3[OH:14])[C:21]=2[CH:26]=1. (2) The product is: [CH2:39]([O:38][C:42](=[O:15])[CH2:41][C:5]([C:4]1[CH:8]=[CH:9][CH:10]=[C:2]([C:1]([O:12][CH3:13])=[O:11])[CH:3]=1)=[O:7])[CH3:40]. Given the reactants [C:1]([O:12][CH3:13])(=[O:11])[C:2]1[CH:10]=[CH:9][CH:8]=[C:4]([C:5]([O-:7])=O)[CH:3]=1.C(N1C=CN=C1)(N1C=CN=C1)=[O:15].[K].[Cl-].[Mg+2].[Cl-].C(N(CC)CC)C.Cl.[O:38]1[CH2:42][CH2:41][CH2:40][CH2:39]1, predict the reaction product. (3) Given the reactants [CH3:1][C:2]1([CH3:11])[CH2:7][C:6](=[O:8])[CH2:5][C:4]([CH3:10])([CH3:9])[O:3]1.[BH4-].[Na+], predict the reaction product. The product is: [CH3:1][C:2]1([CH3:11])[CH2:7][CH:6]([OH:8])[CH2:5][C:4]([CH3:10])([CH3:9])[O:3]1. (4) Given the reactants C([O:3][C:4]([C:6]1[N:7]=[CH:8][S:9][C:10]=1[CH2:11][N:12]1[C:20]2[CH:19]=[CH:18][C:17]([C:21]#[N:22])=[CH:16][C:15]=2[C:14]2[CH2:23][C@H:24]([NH:26][C:27]([O:29][CH:30]([CH3:32])[CH3:31])=[O:28])[CH2:25][C:13]1=2)=[O:5])C.[Li+].[OH-].Cl, predict the reaction product. The product is: [C:21]([C:17]1[CH:18]=[CH:19][C:20]2[N:12]([CH2:11][C:10]3[S:9][CH:8]=[N:7][C:6]=3[C:4]([OH:5])=[O:3])[C:13]3[CH2:25][C@@H:24]([NH:26][C:27]([O:29][CH:30]([CH3:32])[CH3:31])=[O:28])[CH2:23][C:14]=3[C:15]=2[CH:16]=1)#[N:22]. (5) Given the reactants C([N:8]1[CH2:13][CH2:12][N:11]([C:14]2[S:18][C:17]([CH:19]3[N:23]([C:24]4[CH:29]=[CH:28][C:27]([F:30])=[CH:26][C:25]=4[F:31])[N:22]=[C:21]([C:32]([F:38])([F:37])[C:33]([F:36])([F:35])[F:34])[CH2:20]3)=[CH:16][CH:15]=2)[CH2:10][CH2:9]1)(OC(C)(C)C)=O.[ClH:39], predict the reaction product. The product is: [ClH:39].[F:31][C:25]1[CH:26]=[C:27]([F:30])[CH:28]=[CH:29][C:24]=1[N:23]1[CH:19]([C:17]2[S:18][C:14]([N:11]3[CH2:12][CH2:13][NH:8][CH2:9][CH2:10]3)=[CH:15][CH:16]=2)[CH2:20][C:21]([C:32]([F:38])([F:37])[C:33]([F:34])([F:35])[F:36])=[N:22]1. (6) Given the reactants [Cl:1][C:2]1[CH:7]=[CH:6][C:5]([C:8]2[N:9]=[C:10]([C:23]#[N:24])[C:11](C#N)=[N:12][C:13]=2[C:14]2[CH:19]=[CH:18][C:17]([Cl:20])=[CH:16][CH:15]=2)=[CH:4][CH:3]=1.[OH:25][CH2:26][CH2:27][N:28]1[CH2:32][CH2:31][CH2:30][C:29]1=[O:33], predict the reaction product. The product is: [Cl:20][C:17]1[CH:16]=[CH:15][C:14]([C:13]2[N:12]=[C:11]([O:25][CH2:26][CH2:27][N:28]3[CH2:32][CH2:31][CH2:30][C:29]3=[O:33])[C:10]([C:23]#[N:24])=[N:9][C:8]=2[C:5]2[CH:6]=[CH:7][C:2]([Cl:1])=[CH:3][CH:4]=2)=[CH:19][CH:18]=1. (7) Given the reactants [CH3:1][O:2][C:3]([C:5]1[CH:10]=[CH:9][C:8]([C:11]2[CH:16]=[CH:15][C:14]([CH:17]([C:28]3[CH:33]=[CH:32][CH:31]=[CH:30][C:29]=3[CH3:34])[CH2:18][C:19]([C:21]3[CH:26]=[CH:25][N:24]=[C:23]([CH3:27])[CH:22]=3)=O)=[CH:13][CH:12]=2)=[CH:7][C:6]=1Cl)=[O:4].[ClH:36].[NH2:37][OH:38].C([O-])(O)=O.[Na+], predict the reaction product. The product is: [CH3:1][O:2][C:3]([C:5]1[CH:6]=[CH:7][C:8]([C:11]2[CH:16]=[CH:15][C:14]([CH:17]([C:28]3[CH:33]=[CH:32][CH:31]=[CH:30][C:29]=3[CH3:34])[CH2:18][C:19](=[N:37][OH:38])[C:21]3[CH:26]=[CH:25][N:24]=[C:23]([CH3:27])[CH:22]=3)=[CH:13][CH:12]=2)=[CH:9][C:10]=1[Cl:36])=[O:4].